This data is from Full USPTO retrosynthesis dataset with 1.9M reactions from patents (1976-2016). The task is: Predict the reactants needed to synthesize the given product. (1) Given the product [CH3:22][N:21]([CH3:23])[C:14]1[C:15]2[C:20](=[CH:19][CH:18]=[CH:17][CH:16]=2)[C:11]([C:9]([NH:8][CH2:7][CH2:6][CH2:5][CH2:4][C:3]([NH:26][OH:27])=[O:2])=[O:10])=[CH:12][CH:13]=1, predict the reactants needed to synthesize it. The reactants are: C[O:2][C:3](=O)[CH2:4][CH2:5][CH2:6][CH2:7][NH:8][C:9]([C:11]1[C:20]2[C:15](=[CH:16][CH:17]=[CH:18][CH:19]=2)[C:14]([N:21]([CH3:23])[CH3:22])=[CH:13][CH:12]=1)=[O:10].Cl.[NH2:26][OH:27].C[O-].[Na+]. (2) Given the product [CH2:19]([N:8]([CH2:1][C:2]1[CH:3]=[CH:4][CH:5]=[CH:6][CH:7]=1)[C:9]1[CH:10]=[C:11]([C:16](=[O:18])/[CH:17]=[CH:26]/[N:27]([CH3:29])[CH3:28])[CH:12]=[C:13]([F:15])[CH:14]=1)[C:20]1[CH:25]=[CH:24][CH:23]=[CH:22][CH:21]=1, predict the reactants needed to synthesize it. The reactants are: [CH2:1]([N:8]([CH2:19][C:20]1[CH:25]=[CH:24][CH:23]=[CH:22][CH:21]=1)[C:9]1[CH:10]=[C:11]([C:16](=[O:18])[CH3:17])[CH:12]=[C:13]([F:15])[CH:14]=1)[C:2]1[CH:7]=[CH:6][CH:5]=[CH:4][CH:3]=1.[CH3:26][N:27]([CH:29](OC)OC)[CH3:28]. (3) Given the product [CH3:44][C:43]([CH3:46])([CH3:45])[CH2:42][CH2:41][C@:31]1([CH3:40])[C:32]2[C:37](=[CH:36][CH:35]=[CH:34][CH:33]=2)[C:38]([OH:39])=[C:29]([C:23]2[NH:22][C:21]3[S:20][CH:19]=[C:18]([CH2:17][NH:16][S:2]([NH:5][C:6](=[O:7])[O:15][CH2:8][C:9]4[CH:14]=[CH:13][CH:12]=[CH:11][CH:10]=4)(=[O:4])=[O:3])[C:26]=3[S:25](=[O:28])(=[O:27])[N:24]=2)[C:30]1=[O:47], predict the reactants needed to synthesize it. The reactants are: Cl[S:2]([N:5]=[C:6]=[O:7])(=[O:4])=[O:3].[CH2:8]([OH:15])[C:9]1[CH:14]=[CH:13][CH:12]=[CH:11][CH:10]=1.[NH2:16][CH2:17][C:18]1[C:26]2[S:25](=[O:28])(=[O:27])[N:24]=[C:23]([C:29]3[C:30](=[O:47])[C@@:31]([CH2:41][CH2:42][C:43]([CH3:46])([CH3:45])[CH3:44])([CH3:40])[C:32]4[C:37]([C:38]=3[OH:39])=[CH:36][CH:35]=[CH:34][CH:33]=4)[NH:22][C:21]=2[S:20][CH:19]=1.C(N(CC)CC)C. (4) Given the product [NH2:79][C:13]1[C:12]([CH3:16])=[C:11]([CH3:17])[C:3]([C:4]([O:6][C:7]([CH3:10])([CH3:9])[CH3:8])=[O:5])=[C:2]([Cl:1])[N:14]=1, predict the reactants needed to synthesize it. The reactants are: [Cl:1][C:2]1[N:14]=[C:13](Cl)[C:12]([CH3:16])=[C:11]([CH3:17])[C:3]=1[C:4]([O:6][C:7]([CH3:10])([CH3:9])[CH3:8])=[O:5].CC1(C)C2C(=C(P(C3C=CC=CC=3)C3C=CC=CC=3)C=CC=2)OC2C(P(C3C=CC=CC=3)C3C=CC=CC=3)=CC=CC1=2.C([O-])([O-])=O.[Cs+].[Cs+].C(=[NH:79])(C1C=CC=CC=1)C1C=CC=CC=1.CC([O-])=O.[Na+].Cl.[OH-].[Na+]. (5) Given the product [CH:11]([CH:14]1[NH:15][CH2:16][CH2:17][N:18]([C:2]2[O:3][C:4]3[CH:10]=[CH:9][CH:8]=[CH:7][C:5]=3[N:6]=2)[CH2:19]1)([CH3:13])[CH3:12], predict the reactants needed to synthesize it. The reactants are: Cl[C:2]1[O:3][C:4]2[CH:10]=[CH:9][CH:8]=[CH:7][C:5]=2[N:6]=1.[CH:11]([CH:14]1[CH2:19][NH:18][CH2:17][CH2:16][NH:15]1)([CH3:13])[CH3:12].